Dataset: Forward reaction prediction with 1.9M reactions from USPTO patents (1976-2016). Task: Predict the product of the given reaction. Given the reactants [NH2:1][C:2]1[N:7]2[N:8]=[CH:9][C:10]([C@@H:11]3[O:15][C@H:14]([CH:16]=[O:17])[C@@H:13]([O:18][Si:19]([C:22]([CH3:25])([CH3:24])[CH3:23])([CH3:21])[CH3:20])[CH2:12]3)=[C:6]2[N:5]=[CH:4][N:3]=1.[CH2:26]=[O:27].[OH-].[Na+].[BH4-].[Na+], predict the reaction product. The product is: [NH2:1][C:2]1[N:7]2[N:8]=[CH:9][C:10]([C@@H:11]3[O:15][C:14]([CH2:26][OH:27])([CH2:16][OH:17])[C@@H:13]([O:18][Si:19]([C:22]([CH3:25])([CH3:24])[CH3:23])([CH3:20])[CH3:21])[CH2:12]3)=[C:6]2[N:5]=[CH:4][N:3]=1.